This data is from Forward reaction prediction with 1.9M reactions from USPTO patents (1976-2016). The task is: Predict the product of the given reaction. (1) Given the reactants [N:1]1([C:7]([N:9]2[CH2:14][CH:13]([C:15]3[CH:20]=[CH:19][C:18]([O:21][C:22]([F:25])([F:24])[F:23])=[CH:17][CH:16]=3)[CH2:12][CH:11]([C:26](=[S:28])[NH2:27])[CH2:10]2)=[O:8])[CH2:6][CH2:5][O:4][CH2:3][CH2:2]1.Br[CH2:30][C:31]([C:33]1[CH:38]=[CH:37][CH:36]=[C:35]([F:39])[CH:34]=1)=O, predict the reaction product. The product is: [F:39][C:35]1[CH:34]=[C:33]([C:31]2[N:27]=[C:26]([CH:11]3[CH2:12][CH:13]([C:15]4[CH:16]=[CH:17][C:18]([O:21][C:22]([F:23])([F:24])[F:25])=[CH:19][CH:20]=4)[CH2:14][N:9]([C:7]([N:1]4[CH2:6][CH2:5][O:4][CH2:3][CH2:2]4)=[O:8])[CH2:10]3)[S:28][CH:30]=2)[CH:38]=[CH:37][CH:36]=1. (2) Given the reactants [Na:1].[F:2][C:3]([F:11])([S:7]([OH:10])(=[O:9])=[O:8])C(O)=O.[O:12]=[C:13]1[CH:20]2[CH2:21][C:16]3(O)[CH2:17][CH:18]([CH2:22][CH:14]1[CH2:15]3)[CH2:19]2.C(C1C=CC=CC=1)C.S(=O)(=O)(O)O, predict the reaction product. The product is: [Na:1].[F:11][CH:3]([F:2])[S:7]([O:10][C:18]12[CH2:22][CH:14]3[CH2:15][CH:16]([CH2:21][CH:20]([C:13]3=[O:12])[CH2:19]1)[CH2:17]2)(=[O:8])=[O:9]. (3) Given the reactants [C:1]([O:5][CH:6]([C:11]1[N:16]([CH3:17])[C:15](=[O:18])[C:14]2[N:19]([CH2:22][C:23]#[CH:24])[CH:20]=[CH:21][C:13]=2[C:12]=1[C:25]1[CH:30]=[CH:29][C:28]([Cl:31])=[CH:27][CH:26]=1)[C:7]([O:9]C)=[O:8])([CH3:4])([CH3:3])[CH3:2].C([O:35][CH2:36][CH2:37][N:38]=[N+:39]=[N-:40])(=O)C.[Li+].[OH-].Cl, predict the reaction product. The product is: [C:1]([O:5][CH:6]([C:11]1[N:16]([CH3:17])[C:15](=[O:18])[C:14]2[N:19]([CH2:22][C:23]3[N:40]=[N:39][N:38]([CH2:37][CH2:36][OH:35])[CH:24]=3)[CH:20]=[CH:21][C:13]=2[C:12]=1[C:25]1[CH:26]=[CH:27][C:28]([Cl:31])=[CH:29][CH:30]=1)[C:7]([OH:9])=[O:8])([CH3:4])([CH3:2])[CH3:3]. (4) Given the reactants [Cl:1][C:2]1[C:3]([C:13]([O:15][CH3:16])=[O:14])=[N:4][CH:5]=[C:6]([O:11][CH3:12])[C:7]=1[N+:8]([O-:10])=[O:9].P(Cl)(Cl)[Cl:18], predict the reaction product. The product is: [Cl:1][C:2]1[C:3]([C:13]([O:15][CH3:16])=[O:14])=[N:4][C:5]([Cl:18])=[C:6]([O:11][CH3:12])[C:7]=1[N+:8]([O-:10])=[O:9]. (5) Given the reactants [S:1]([C:5]1[CH:10]=[CH:9][C:8]([NH:11][C:12](=[S:15])[NH:13][NH2:14])=[CH:7][CH:6]=1)([OH:4])(=[O:3])=[O:2].[Na].[OH:17][C:18]1[CH:27]=[CH:26][C:25]2[C:20](=[CH:21][CH:22]=[CH:23][CH:24]=2)[C:19]=1[CH:28]=O, predict the reaction product. The product is: [OH:17][C:18]1[CH:27]=[CH:26][C:25]2[C:20](=[CH:21][CH:22]=[CH:23][CH:24]=2)[C:19]=1[CH:28]=[N:14][NH:13][C:12]([NH:11][C:8]1[CH:7]=[CH:6][C:5]([S:1]([OH:4])(=[O:2])=[O:3])=[CH:10][CH:9]=1)=[S:15]. (6) Given the reactants [F:1][CH:2]([CH2:14][N:15]1[CH:19]=[C:18]([C:20](=[O:33])[NH:21][CH2:22][C:23]2[CH:28]=[C:27]([C:29]([F:32])([F:31])[F:30])[CH:26]=[CH:25][N:24]=2)[N:17]=[N:16]1)[CH2:3][CH2:4][N:5]1[CH:9]=[C:8]([C:10]([O:12]C)=[O:11])[N:7]=[N:6]1.[Li+].[OH-], predict the reaction product. The product is: [F:1][CH:2]([CH2:14][N:15]1[CH:19]=[C:18]([C:20](=[O:33])[NH:21][CH2:22][C:23]2[CH:28]=[C:27]([C:29]([F:32])([F:31])[F:30])[CH:26]=[CH:25][N:24]=2)[N:17]=[N:16]1)[CH2:3][CH2:4][N:5]1[CH:9]=[C:8]([C:10]([OH:12])=[O:11])[N:7]=[N:6]1. (7) Given the reactants [CH2:1](Br)[C:2]1[CH:7]=[CH:6][CH:5]=[CH:4][CH:3]=1.[OH:9][CH2:10][C@H:11]1[CH2:13][C@@H:12]1[CH2:14][C:15]([OH:17])=[O:16].C(=O)([O-])[O-].[K+].[K+].CN(C=O)C, predict the reaction product. The product is: [OH:9][CH2:10][C@H:11]1[CH2:13][C@@H:12]1[CH2:14][C:15]([O:17][CH2:1][C:2]1[CH:7]=[CH:6][CH:5]=[CH:4][CH:3]=1)=[O:16].